This data is from Forward reaction prediction with 1.9M reactions from USPTO patents (1976-2016). The task is: Predict the product of the given reaction. (1) Given the reactants [F:1][C:2]([F:14])([S:10]([O-:13])(=[O:12])=[O:11])[CH2:3][O:4][C:5](=[O:9])[C:6]([CH3:8])=[CH2:7].C([NH+](CC)CC)C.C([O-])(=O)C.[C:26]([C:30]1[CH:35]=[CH:34][CH:33]=[CH:32][C:31]=1[I+:36][C:37]1[CH:42]=[CH:41][CH:40]=[CH:39][CH:38]=1)([CH3:29])([CH3:28])[CH3:27], predict the reaction product. The product is: [F:14][C:2]([F:1])([S:10]([O-:13])(=[O:12])=[O:11])[CH2:3][O:4][C:5](=[O:9])[C:6]([CH3:8])=[CH2:7].[C:26]([C:30]1[CH:35]=[CH:34][CH:33]=[CH:32][C:31]=1[I+:36][C:37]1[CH:42]=[CH:41][CH:40]=[CH:39][CH:38]=1)([CH3:29])([CH3:27])[CH3:28]. (2) Given the reactants [NH:1]1[CH2:6][CH2:5][CH:4]([O:7][C:8]2[CH:15]=[CH:14][C:13]([C:16]3[N:24]=[CH:23][N:22]=[C:21]4[C:17]=3[N:18]=[C:19]([C:25]3[CH:30]=[CH:29][C:28]([CH:31]5[CH2:36][CH2:35][N:34]([CH2:37][C:38]([F:41])([F:40])[F:39])[CH2:33][CH2:32]5)=[CH:27][CH:26]=3)[NH:20]4)=[CH:12][C:9]=2[C:10]#[N:11])[CH2:3][CH2:2]1.[OH:42][CH2:43][C:44](O)=[O:45].CCN(C(C)C)C(C)C.CN(C(ON1N=NC2C=CC=NC1=2)=[N+](C)C)C.F[P-](F)(F)(F)(F)F, predict the reaction product. The product is: [OH:45][CH2:44][C:43]([N:1]1[CH2:2][CH2:3][CH:4]([O:7][C:8]2[CH:15]=[CH:14][C:13]([C:16]3[N:24]=[CH:23][N:22]=[C:21]4[C:17]=3[N:18]=[C:19]([C:25]3[CH:26]=[CH:27][C:28]([CH:31]5[CH2:36][CH2:35][N:34]([CH2:37][C:38]([F:40])([F:39])[F:41])[CH2:33][CH2:32]5)=[CH:29][CH:30]=3)[NH:20]4)=[CH:12][C:9]=2[C:10]#[N:11])[CH2:5][CH2:6]1)=[O:42]. (3) Given the reactants [NH2:1][C:2]1[CH2:6][CH2:5][S:4][C:3]=1[C:7]([O:9]C)=O.[C:11]1([N:17]=[C:18]=[S:19])[CH:16]=[CH:15][CH:14]=[CH:13][CH:12]=1, predict the reaction product. The product is: [C:11]1([N:17]2[C:7](=[O:9])[C:3]3[S:4][CH2:5][CH2:6][C:2]=3[NH:1][C:18]2=[S:19])[CH:16]=[CH:15][CH:14]=[CH:13][CH:12]=1. (4) Given the reactants [OH:1][CH2:2][C:3]1[NH:4][C:5]2[CH:11]=[CH:10][CH:9]=[CH:8][C:6]=2[N:7]=1.C(=O)([O-])[O-].[K+].[K+].[CH2:18](OS(OCC)(=O)=O)[CH3:19], predict the reaction product. The product is: [CH2:18]([N:7]1[C:6]2[CH:8]=[CH:9][CH:10]=[CH:11][C:5]=2[N:4]=[C:3]1[CH2:2][OH:1])[CH3:19]. (5) Given the reactants [O:1]=[C:2]1[CH2:6][CH2:5][CH2:4][N:3]1[C:7]1[CH:8]=[N:9][N:10]2[CH2:15][CH2:14][N:13](C(OC(C)(C)C)=O)[CH2:12][C:11]=12, predict the reaction product. The product is: [N:9]1[N:10]2[CH2:15][CH2:14][NH:13][CH2:12][C:11]2=[C:7]([N:3]2[CH2:4][CH2:5][CH2:6][C:2]2=[O:1])[CH:8]=1. (6) Given the reactants [C:1]1([CH:7]([C:31]2[CH:36]=[CH:35][CH:34]=[CH:33][CH:32]=2)[N:8]2[C:16]3[C:11](=[C:12]([F:18])[CH:13]=[CH:14][C:15]=3[CH3:17])[C:10](O)([C:19]3[C:20]([OH:28])=[CH:21][C:22]4[O:26][CH2:25][CH2:24][C:23]=4[CH:27]=3)[C:9]2=[O:30])[CH:6]=[CH:5][CH:4]=[CH:3][CH:2]=1.ClC1C=CC=C2C=1C(O)(C1C(O)=CC3OCCC=3C=1)C(=O)N2C(C1C=CC=CC=1)C1C=CC=CC=1, predict the reaction product. The product is: [C:31]1([CH:7]([C:1]2[CH:6]=[CH:5][CH:4]=[CH:3][CH:2]=2)[N:8]2[C:16]3[C:11](=[C:12]([F:18])[CH:13]=[CH:14][C:15]=3[CH3:17])[CH:10]([C:19]3[C:20]([OH:28])=[CH:21][C:22]4[O:26][CH2:25][CH2:24][C:23]=4[CH:27]=3)[C:9]2=[O:30])[CH:32]=[CH:33][CH:34]=[CH:35][CH:36]=1. (7) The product is: [O:1]1[C:5]2[CH:6]=[CH:7][CH:8]=[CH:9][C:4]=2[N:3]=[C:2]1[NH:10][C:11]1[CH:16]=[CH:15][C:14]([CH2:17][C:18]([OH:20])=[O:19])=[CH:13][C:12]=1[Cl:23]. Given the reactants [O:1]1[C:5]2[CH:6]=[CH:7][CH:8]=[CH:9][C:4]=2[N:3]=[C:2]1[NH:10][C:11]1[CH:16]=[CH:15][C:14]([CH2:17][C:18]([O:20]CC)=[O:19])=[CH:13][C:12]=1[Cl:23].[OH-].[Na+], predict the reaction product.